Task: Predict which catalyst facilitates the given reaction.. Dataset: Catalyst prediction with 721,799 reactions and 888 catalyst types from USPTO (1) Reactant: C[N+:2]1([O-])[CH2:7][CH2:6][O:5][CH2:4]C1.[F:9][C:10]1C2N=COC=2[C:13]([NH:19][S:20]([C:23]2([CH2:26]C=C)[CH2:25][CH2:24]2)(=[O:22])=[O:21])=[C:12]([NH:29][C:30]2[CH:35]=[CH:34][C:33]([I:36])=[CH:32][C:31]=2[F:37])[C:11]=1[F:38].[OH2:39].[CH2:40]1[CH2:44][O:43]CC1. Product: [F:9][C:10]1[C:7]2[N:2]=[CH:4][O:5][C:6]=2[C:13]([NH:19][S:20]([C:23]2([CH2:26][CH:40]([OH:39])[CH2:44][OH:43])[CH2:25][CH2:24]2)(=[O:21])=[O:22])=[C:12]([NH:29][C:30]2[CH:35]=[CH:34][C:33]([I:36])=[CH:32][C:31]=2[F:37])[C:11]=1[F:38]. The catalyst class is: 771. (2) Reactant: [C:1](O)(=O)/C=C\C(O)=O.[C:9]([O:16][CH3:17])(=[O:15])/[CH:10]=[CH:11]\[C:12]([O-:14])=[O:13].C1(=O)OC(=O)C=C1. Product: [C:12]([O:14][CH3:1])(=[O:13])/[CH:11]=[CH:10]\[C:9]([O:16][CH3:17])=[O:15]. The catalyst class is: 24. (3) Reactant: [C:1]1([S:7]([N:10]2[C:14]3=[N:15][CH:16]=[C:17]([Cl:19])[CH:18]=[C:13]3[C:12](I)=[CH:11]2)(=[O:9])=[O:8])[CH:6]=[CH:5][CH:4]=[CH:3][CH:2]=1.C([Mg]Cl)(C)C.[C:26]([O:30][C:31](=[O:49])[N:32]([CH2:41][C:42]1[CH:47]=[CH:46][CH:45]=[CH:44][C:43]=1[F:48])[C:33]1[CH:38]=[CH:37][C:36]([CH:39]=[O:40])=[CH:35][N:34]=1)([CH3:29])([CH3:28])[CH3:27].[Cl-].[NH4+]. Product: [C:26]([O:30][C:31](=[O:49])[N:32]([C:33]1[CH:38]=[CH:37][C:36]([CH:39]([C:12]2[C:13]3[C:14](=[N:15][CH:16]=[C:17]([Cl:19])[CH:18]=3)[N:10]([S:7]([C:1]3[CH:6]=[CH:5][CH:4]=[CH:3][CH:2]=3)(=[O:9])=[O:8])[CH:11]=2)[OH:40])=[CH:35][N:34]=1)[CH2:41][C:42]1[CH:47]=[CH:46][CH:45]=[CH:44][C:43]=1[F:48])([CH3:29])([CH3:27])[CH3:28]. The catalyst class is: 7. (4) Reactant: [CH2:1]([O:3][C:4]([N:6]1[C:15]2[C:10](=[N:11][C:12]([O:16][CH3:17])=[CH:13][CH:14]=2)[C@@H:9]([NH:18][C:19]2[N:24]=[C:23]([CH2:25][C:26]3[CH:31]=[C:30]([C:32]([F:35])([F:34])[F:33])[CH:29]=[C:28]([C:36]([F:39])([F:38])[F:37])[CH:27]=3)[C:22]([C:40]3[CH:41]=[N:42][CH:43]=[C:44]([CH:46]=[O:47])[CH:45]=3)=[CH:21][N:20]=2)[CH2:8][C@H:7]1[CH2:48][CH3:49])=[O:5])[CH3:2].CC(=CC)C.O.O.P(O)(O)([O-])=[O:58].[Na+].Cl([O-])=O.[Na+].C(O)(=O)CC(CC(O)=O)(C(O)=O)O. Product: [CH2:1]([O:3][C:4]([N:6]1[C:15]2[C:10](=[N:11][C:12]([O:16][CH3:17])=[CH:13][CH:14]=2)[C@@H:9]([NH:18][C:19]2[N:24]=[C:23]([CH2:25][C:26]3[CH:27]=[C:28]([C:36]([F:38])([F:37])[F:39])[CH:29]=[C:30]([C:32]([F:33])([F:34])[F:35])[CH:31]=3)[C:22]([C:40]3[CH:41]=[N:42][CH:43]=[C:44]([C:46]([OH:58])=[O:47])[CH:45]=3)=[CH:21][N:20]=2)[CH2:8][C@H:7]1[CH2:48][CH3:49])=[O:5])[CH3:2]. The catalyst class is: 371. (5) Reactant: [Br:1][C:2]1[C:6]2[CH:7]=[C:8]([O:11][CH3:12])[CH:9]=[CH:10][C:5]=2[O:4][C:3]=1[CH:13]([NH:20][C:21]1[CH:26]=[CH:25][C:24]([C:27]([NH:29][CH2:30][CH2:31][C:32]([O:34]CC)=[O:33])=[O:28])=[CH:23][CH:22]=1)[CH:14]1[CH2:19][CH2:18][CH2:17][CH2:16][CH2:15]1.O1CCCC1.[OH-].[Na+]. Product: [Br:1][C:2]1[C:6]2[CH:7]=[C:8]([O:11][CH3:12])[CH:9]=[CH:10][C:5]=2[O:4][C:3]=1[CH:13]([NH:20][C:21]1[CH:22]=[CH:23][C:24]([C:27]([NH:29][CH2:30][CH2:31][C:32]([OH:34])=[O:33])=[O:28])=[CH:25][CH:26]=1)[CH:14]1[CH2:19][CH2:18][CH2:17][CH2:16][CH2:15]1. The catalyst class is: 8. (6) Reactant: [C:1]([O:5][C:6]([N:8]1[CH2:12][CH2:11][C@@H:10]([O:13][Si:14]([C:17]([CH3:20])([CH3:19])[CH3:18])([CH3:16])[CH3:15])[C@H:9]1[CH2:21][OH:22])=[O:7])([CH3:4])([CH3:3])[CH3:2].CC(OI1(OC(C)=O)(OC(C)=O)OC(=O)C2C=CC=CC1=2)=O. Product: [C:1]([O:5][C:6]([N:8]1[CH2:12][CH2:11][C@@H:10]([O:13][Si:14]([C:17]([CH3:20])([CH3:19])[CH3:18])([CH3:16])[CH3:15])[C@H:9]1[CH:21]=[O:22])=[O:7])([CH3:4])([CH3:3])[CH3:2]. The catalyst class is: 2. (7) Reactant: OC1C=CC(OC)=CC=1C1(C(C2(C3C=C(OC)C=CC=3O)CC2)=O)CC1.[CH:27]1([C:30]([C:32]2[CH:37]=[C:36]([O:38][CH3:39])[CH:35]=[CH:34][C:33]=2[O:40]C)=[O:31])[CH2:29][CH2:28]1.[Cl:42]N1C(=O)CCC1=O.O. Product: [CH:27]1([C:30]([C:32]2[CH:37]=[C:36]([O:38][CH3:39])[CH:35]=[C:34]([Cl:42])[C:33]=2[OH:40])=[O:31])[CH2:29][CH2:28]1. The catalyst class is: 3. (8) Reactant: [C:1]([C:3]1[CH:49]=[CH:48][C:6]2[N:7](COCC[Si](C)(C)C)[C:8]([CH:10]([C:18]3[C:26]([CH2:27][CH3:28])=[CH:25][C:24]([CH3:29])=[C:23]4[C:19]=3[CH:20]=[CH:21][N:22]4[S:30]([C:33]3[CH:39]=[CH:38][C:36]([CH3:37])=[CH:35][CH:34]=3)(=[O:32])=[O:31])[NH:11]S(C(C)(C)C)=O)=[N:9][C:5]=2[CH:4]=1)#[N:2].C(C1C=CC2N=C(C(C3C(CC)=CC(C)=C4C=3C=CN4S(C3C=CC(C)=CC=3)(=O)=O)NS(C(C)(C)C)=O)N(COCC[Si](C)(C)C)C=2C=1)#N.C([O-])(O)=O.[Na+]. Product: [NH2:11][CH:10]([C:18]1[C:26]([CH2:27][CH3:28])=[CH:25][C:24]([CH3:29])=[C:23]2[C:19]=1[CH:20]=[CH:21][N:22]2[S:30]([C:33]1[CH:39]=[CH:38][C:36]([CH3:37])=[CH:35][CH:34]=1)(=[O:32])=[O:31])[C:8]1[NH:7][C:6]2[CH:48]=[CH:49][C:3]([C:1]#[N:2])=[CH:4][C:5]=2[N:9]=1. The catalyst class is: 209.